This data is from Catalyst prediction with 721,799 reactions and 888 catalyst types from USPTO. The task is: Predict which catalyst facilitates the given reaction. (1) Reactant: [CH2:1]([NH2:4])[CH2:2]N.[Cl:5][C:6]1[N:11]=[C:10](Cl)[C:9]([Cl:13])=[CH:8][N:7]=1.CC[N:16](CC)CC.[S:21](Cl)([CH3:24])(=[O:23])=[O:22]. Product: [Cl:5][C:6]1[N:11]=[C:10]([NH:4][CH2:1][CH2:2][CH2:24][S:21]([NH2:16])(=[O:23])=[O:22])[C:9]([Cl:13])=[CH:8][N:7]=1. The catalyst class is: 1. (2) Reactant: [C:1](O)(=O)C.FC(F)(F)C(O)=O.[CH3:12][O:13][C:14]1[CH:15]=[C:16]([CH2:22][CH2:23][NH2:24])[CH:17]=[CH:18][C:19]=1[O:20][CH3:21].C1N2CN3CN(C2)CN1C3. Product: [CH3:12][O:13][C:14]1[CH:15]=[C:16]2[C:17](=[CH:18][C:19]=1[O:20][CH3:21])[CH:1]=[N:24][CH2:23][CH2:22]2. The catalyst class is: 6. (3) Product: [CH2:1]([O:3][C:4]1[CH:5]=[C:6]2[C:11](=[C:12]3[CH2:16][C:15]([CH3:18])([CH3:17])[O:14][C:13]=13)[C:10]([C:19]1[CH:24]=[CH:23][C:22]([CH2:25][C:26]([OH:28])=[O:27])=[C:21]([N:33]3[CH2:34][CH2:35][CH2:36][CH2:37]3)[CH:20]=1)=[N:9][C:8]([CH3:38])([CH3:39])[CH2:7]2)[CH3:2]. The catalyst class is: 8. Reactant: [CH2:1]([O:3][C:4]1[CH:5]=[C:6]2[C:11](=[C:12]3[CH2:16][C:15]([CH3:18])([CH3:17])[O:14][C:13]=13)[C:10]([C:19]1[CH:24]=[CH:23][C:22]([CH2:25][C:26]([O:28]CCCC)=[O:27])=[C:21]([N:33]3[CH2:37][CH2:36][CH2:35][CH2:34]3)[CH:20]=1)=[N:9][C:8]([CH3:39])([CH3:38])[CH2:7]2)[CH3:2].[OH-].[Na+].Cl. (4) Reactant: [OH:1][C:2]1[C:7]2[C@@:8]3([OH:45])[C@@:21]([O:25][CH3:26])([C@H:22]([OH:24])[CH2:23][C:6]=2[CH:5]=[C:4]([CH3:46])[C:3]=1[C:47]([O:49][CH3:50])=[O:48])[C:20](=[O:27])[C:19]1[C:10](=[CH:11][C:12]2[C:13](=[O:43])[C:14]([NH:30][C@@H:31]4[C@H:36]([O:37][CH3:38])[C@H:35]([OH:39])[C@@H:34]([O:40][CH3:41])[C@H:33]([CH3:42])[O:32]4)=[CH:15][C:16](=O)[C:17]=2[C:18]=1[OH:28])[C:9]3=[O:44].[NH4+:51].[OH-]. Product: [OH:1][C:2]1[C:7]2[C@@:8]3([OH:45])[C@@:21]([O:25][CH3:26])([C@H:22]([OH:24])[CH2:23][C:6]=2[CH:5]=[C:4]([CH3:46])[C:3]=1[C:47]([O:49][CH3:50])=[O:48])[C:20](=[O:27])[C:19]1[C:10](=[CH:11][C:12]2[C:13](=[O:43])[C:14]([NH:30][C@@H:31]4[C@H:36]([O:37][CH3:38])[C@H:35]([OH:39])[C@@H:34]([O:40][CH3:41])[C@H:33]([CH3:42])[O:32]4)=[CH:15][C:16](=[NH:51])[C:17]=2[C:18]=1[OH:28])[C:9]3=[O:44]. The catalyst class is: 5. (5) Reactant: [OH:1][CH2:2][CH2:3][NH:4][N:5]=[CH:6][C:7](=[N:10][OH:11])[C:8]#[N:9]. Product: [NH2:9][C:8]1[N:4]([CH2:3][CH2:2][OH:1])[N:5]=[CH:6][C:7]=1[N:10]=[O:11]. The catalyst class is: 51. (6) Reactant: [CH3:1][O:2][C:3](=[O:25])[CH2:4][CH2:5][NH:6][C:7](=[O:24])[C:8]1[CH:13]=[CH:12][C:11]([O:14][CH2:15][C:16]2[CH:21]=[CH:20][C:19](Br)=[CH:18][C:17]=2[CH3:23])=[CH:10][CH:9]=1.[C:26]1(B(O)O)[CH:31]=[CH:30][CH:29]=[CH:28][CH:27]=1.C([O-])([O-])=O.[Na+].[Na+]. Product: [CH3:1][O:2][C:3](=[O:25])[CH2:4][CH2:5][NH:6][C:7](=[O:24])[C:8]1[CH:13]=[CH:12][C:11]([O:14][CH2:15][C:16]2[CH:21]=[CH:20][C:19]([C:26]3[CH:31]=[CH:30][CH:29]=[CH:28][CH:27]=3)=[CH:18][C:17]=2[CH3:23])=[CH:10][CH:9]=1. The catalyst class is: 398. (7) Reactant: FC(F)(F)S(O[Si:7]([CH3:18])([CH3:17])[CH:8]1[C:12]([CH3:13])=[C:11]([CH3:14])[C:10]([CH3:15])=[C:9]1[CH3:16])(=O)=O.[CH3:21][C:22]1[CH:23]=[C:24]2[C:28](=[CH:29][C:30]=1[CH3:31])[C-:27]([C:32]1[CH:37]=[CH:36][CH:35]=[CH:34][CH:33]=1)[CH:26]=[CH:25]2.[Li+]. Product: [CH3:31][C:30]1[CH:29]=[C:28]2[C:24](=[CH:23][C:22]=1[CH3:21])[CH:25]([Si:7]([CH3:17])([CH3:18])[CH:8]1[C:12]([CH3:13])=[C:11]([CH3:14])[C:10]([CH3:15])=[C:9]1[CH3:16])[CH:26]=[C:27]2[C:32]1[CH:37]=[CH:36][CH:35]=[CH:34][CH:33]=1. The catalyst class is: 28. (8) Reactant: [CH:1]([N:4]1[C:12]2[C:7](=[C:8]([N+:15]([O-])=O)[CH:9]=[CH:10][C:11]=2[O:13][CH3:14])[CH:6]=[CH:5]1)([CH3:3])[CH3:2]. Product: [CH:1]([N:4]1[C:12]2[C:7](=[C:8]([NH2:15])[CH:9]=[CH:10][C:11]=2[O:13][CH3:14])[CH:6]=[CH:5]1)([CH3:3])[CH3:2]. The catalyst class is: 381.